Dataset: Catalyst prediction with 721,799 reactions and 888 catalyst types from USPTO. Task: Predict which catalyst facilitates the given reaction. (1) Reactant: [C:1](=O)([O-])[O-].[K+].[K+].CC(C)=O.[CH3:11][C:12]1([CH3:30])[C:16]([CH3:18])([CH3:17])[O:15][B:14]([C:19]2[CH:20]=[C:21]([NH:25][S:26]([CH3:29])(=[O:28])=[O:27])[CH:22]=[CH:23][CH:24]=2)[O:13]1.CI. Product: [CH3:1][N:25]([C:21]1[CH:22]=[CH:23][CH:24]=[C:19]([B:14]2[O:13][C:12]([CH3:30])([CH3:11])[C:16]([CH3:17])([CH3:18])[O:15]2)[CH:20]=1)[S:26]([CH3:29])(=[O:28])=[O:27]. The catalyst class is: 4. (2) Reactant: O[CH2:2][C:3]1[CH:11]=[CH:10][CH:9]=[C:8]2[C:4]=1[CH2:5][CH2:6][N:7]2[C:12]([O:14][C:15]([CH3:18])([CH3:17])[CH3:16])=[O:13].S(Cl)([Cl:21])=O. Product: [Cl:21][CH2:2][C:3]1[CH:11]=[CH:10][CH:9]=[C:8]2[C:4]=1[CH2:5][CH2:6][N:7]2[C:12]([O:14][C:15]([CH3:18])([CH3:17])[CH3:16])=[O:13]. The catalyst class is: 4. (3) Reactant: C(OC([N:8]1[C:12]([CH3:32])([C:13]2[NH:14][C:15]([C:18]3[CH:23]=[CH:22][C:21]([CH2:24][CH2:25][CH2:26][CH2:27][CH2:28][CH2:29][CH2:30][CH3:31])=[CH:20][CH:19]=3)=[CH:16][N:17]=2)[CH2:11][O:10]C1(C)C)=O)(C)(C)C.CC1C=CC(S(O)(=O)=O)=CC=1.O. Product: [NH2:8][C:12]([C:13]1[NH:14][C:15]([C:18]2[CH:19]=[CH:20][C:21]([CH2:24][CH2:25][CH2:26][CH2:27][CH2:28][CH2:29][CH2:30][CH3:31])=[CH:22][CH:23]=2)=[CH:16][N:17]=1)([CH3:32])[CH2:11][OH:10]. The catalyst class is: 5. (4) Product: [CH3:15][O:16][CH2:17][CH2:18][O:19][CH2:20][N:1]1[CH:5]=[CH:4][CH:3]=[N:2]1. The catalyst class is: 4. Reactant: [NH:1]1[CH:5]=[CH:4][CH:3]=[N:2]1.C(N(CC)C(C)C)(C)C.[CH3:15][O:16][CH2:17][CH2:18][O:19][CH2:20]Cl.C(=O)([O-])O.[Na+]. (5) Reactant: [C:1]([O:5][C:6]([N:8]1[CH2:12][CH2:11][C@H:10]([NH:13][S:14]([C:17]2[CH:22]=[CH:21][CH:20]=[CH:19][C:18]=2[N+:23]([O-:25])=[O:24])(=[O:16])=[O:15])[CH2:9]1)=[O:7])([CH3:4])([CH3:3])[CH3:2].[C:26](=O)([O-])[O-].[K+].[K+].CI. Product: [C:1]([O:5][C:6]([N:8]1[CH2:12][CH2:11][C@H:10]([N:13]([CH3:26])[S:14]([C:17]2[CH:22]=[CH:21][CH:20]=[CH:19][C:18]=2[N+:23]([O-:25])=[O:24])(=[O:16])=[O:15])[CH2:9]1)=[O:7])([CH3:4])([CH3:2])[CH3:3]. The catalyst class is: 10.